Task: Predict the reaction yield, written as a fraction of the theoretical maximum amount of product (1.0 means a 100% yield; for example, 0.34 means a 34% yield).. Dataset: Reaction yield outcomes from USPTO patents with 853,638 reactions (1) The reactants are [C:1]([Si:3]([CH3:6])([CH3:5])[CH3:4])#[CH:2].[C:7]([Si:11]([O:14][CH2:15][C:16]1[CH:21]=[CH:20][C:19](I)=[CH:18][CH:17]=1)([CH3:13])[CH3:12])([CH3:10])([CH3:9])[CH3:8].N(C(C)C)C(C)C. The catalyst is C1COCC1.Cl[Pd](Cl)([P](C1C=CC=CC=1)(C1C=CC=CC=1)C1C=CC=CC=1)[P](C1C=CC=CC=1)(C1C=CC=CC=1)C1C=CC=CC=1.[Cu]I. The product is [C:7]([Si:11]([CH3:13])([CH3:12])[O:14][CH2:15][C:16]1[CH:17]=[CH:18][C:19]([C:2]#[C:1][Si:3]([CH3:6])([CH3:5])[CH3:4])=[CH:20][CH:21]=1)([CH3:10])([CH3:9])[CH3:8]. The yield is 0.870. (2) The reactants are [C:1]([O:5][C:6]([N:8]1[CH2:12][CH2:11][CH2:10][C@H:9]1[C:13]([NH:15][C:16]1[CH:17]=[C:18]([CH:32]2[N:36]([C:37]3[CH:42]=[CH:41][C:40]([C:43]([CH3:46])([CH3:45])[CH3:44])=[CH:39][CH:38]=3)[CH:35]([C:47]3[CH:52]=[CH:51][C:50]([NH:53][C:54]([C@@H:56]4[CH2:60][CH2:59][CH2:58][N:57]4[C:61]([O:63][C:64]([CH3:67])([CH3:66])[CH3:65])=[O:62])=[O:55])=[CH:49][CH:48]=3)[CH2:34][CH2:33]2)[CH:19]=[CH:20][C:21]=1[NH:22]CC1C=CC(OC)=CC=1)=[O:14])=[O:7])([CH3:4])([CH3:3])[CH3:2].ClC1C(=O)C(C#N)=C(C#N)C(=O)C=1Cl. The catalyst is C(Cl)Cl.O. The product is [NH2:22][C:21]1[CH:20]=[CH:19][C:18]([CH:32]2[N:36]([C:37]3[CH:38]=[CH:39][C:40]([C:43]([CH3:45])([CH3:44])[CH3:46])=[CH:41][CH:42]=3)[CH:35]([C:47]3[CH:48]=[CH:49][C:50]([NH:53][C:54]([C@@H:56]4[CH2:60][CH2:59][CH2:58][N:57]4[C:61]([O:63][C:64]([CH3:67])([CH3:66])[CH3:65])=[O:62])=[O:55])=[CH:51][CH:52]=3)[CH2:34][CH2:33]2)=[CH:17][C:16]=1[NH:15][C:13]([C@@H:9]1[CH2:10][CH2:11][CH2:12][N:8]1[C:6]([O:5][C:1]([CH3:4])([CH3:3])[CH3:2])=[O:7])=[O:14]. The yield is 0.570. (3) The reactants are [CH3:1][C:2]1[O:3][C:4]2[CH:10]=[CH:9][CH:8]=[CH:7][C:5]=2[N:6]=1.CO[CH:13](OC)[N:14]([CH3:16])[CH3:15]. The catalyst is CN(C=O)C. The product is [O:3]1[C:4]2[CH:10]=[CH:9][CH:8]=[CH:7][C:5]=2[N:6]=[C:2]1[CH:1]=[CH:13][N:14]([CH3:16])[CH3:15]. The yield is 0.716.